Dataset: Catalyst prediction with 721,799 reactions and 888 catalyst types from USPTO. Task: Predict which catalyst facilitates the given reaction. Reactant: [F:1][C:2]([F:19])([F:18])[C:3]1[CH:8]=[CH:7][C:6]([C:9]2[CH:10]=[C:11]([CH:15]=[CH:16][CH:17]=2)[C:12](O)=[O:13])=[CH:5][CH:4]=1.[H-].[H-].[H-].[H-].[Li+].[Al+3]. Product: [F:1][C:2]([F:18])([F:19])[C:3]1[CH:4]=[CH:5][C:6]([C:9]2[CH:10]=[C:11]([CH:15]=[CH:16][CH:17]=2)[CH2:12][OH:13])=[CH:7][CH:8]=1. The catalyst class is: 1.